From a dataset of Full USPTO retrosynthesis dataset with 1.9M reactions from patents (1976-2016). Predict the reactants needed to synthesize the given product. (1) Given the product [CH3:26][O:27][C:12]([OH:13])([O:11][CH2:10][CH:9]=[O:17])[CH2:14][CH2:15][CH3:16], predict the reactants needed to synthesize it. The reactants are: [CH3:16][CH2:15][CH2:14][C:12]([O:11][CH2:10]/[CH:9]=[CH:9]/[CH2:10][O:11][C:12]([CH2:14][CH2:15][CH3:16])=[O:13])=[O:13].[O:17]=[O+][O-].O=O.NC(N)=S.[CH3:26][OH:27]. (2) Given the product [Cl:1][C:2]1[CH:3]=[C:4]([C:13]2[N:18]=[C:17]([CH3:19])[N:16]=[C:15]([N:20]([CH2:21][C:22]3[CH:23]=[CH:24][C:25]([O:28][CH3:29])=[CH:26][CH:27]=3)[CH2:30][C:31]3[CH:32]=[CH:33][C:34]([O:37][CH3:38])=[CH:35][CH:36]=3)[N:14]=2)[C:5]([F:8])=[N:6][CH:7]=1, predict the reactants needed to synthesize it. The reactants are: [Cl:1][C:2]1[CH:3]=[C:4](B(O)O)[C:5]([F:8])=[N:6][CH:7]=1.Cl[C:13]1[N:18]=[C:17]([CH3:19])[N:16]=[C:15]([N:20]([CH2:30][C:31]2[CH:36]=[CH:35][C:34]([O:37][CH3:38])=[CH:33][CH:32]=2)[CH2:21][C:22]2[CH:27]=[CH:26][C:25]([O:28][CH3:29])=[CH:24][CH:23]=2)[N:14]=1.C([O-])(=O)C.[K+]. (3) Given the product [O-:26][P:25]([O:28][P:29]([O-:32])([O-:31])=[O:30])(=[O:24])[O-:27].[CH3:1][C:2]1[N+:6]([CH2:7][C:8]2[C:13]([NH2:14])=[N:12][C:11]([CH3:15])=[N:10][CH:9]=2)=[CH:5][S:4][C:3]=1[CH2:16][CH2:17][O:18][P:19]([OH:22])([OH:21])=[O:20], predict the reactants needed to synthesize it. The reactants are: [CH3:1][C:2]1[N+:6]([CH2:7][C:8]2[CH:9]=[N:10][C:11]([CH3:15])=[N:12][C:13]=2[NH2:14])=[CH:5][S:4][C:3]=1[CH2:16][CH2:17][OH:18].[P:19]([O-])([O-:22])([O-:21])=[O:20].[OH:24][P:25]([O:28][P:29]([OH:32])([OH:31])=[O:30])(=[O:27])[OH:26].CNC1N=CC(CO)=CN=1.CC1N=CSC=1CCOP(O)(O)=O. (4) The reactants are: C(OC[C:6]1[CH:11]=[C:10]([C:12]#[N:13])[CH:9]=[CH:8][C:7]=1[B:14]1[O:18]C(C)(C)[C:16](C)(C)[O:15]1)(=O)C.[OH-].[Na+].Cl. Given the product [OH:18][B:14]1[C:7]2[CH:6]=[CH:11][C:10]([C:12]#[N:13])=[CH:9][C:8]=2[CH2:16][O:15]1, predict the reactants needed to synthesize it. (5) Given the product [CH3:20][N:21]([CH3:26])[CH2:22][CH2:23][CH2:24][O:25][C:51]1[CH:52]=[C:53]2[C:48](=[CH:49][C:50]=1[O:55][CH3:56])[N:47]=[CH:46][C:45]([C:57]([NH2:59])=[O:58])=[C:44]2[NH:43][C:42]1[CH:60]=[CH:61][CH:62]=[CH:63][C:41]=1[CH2:39][CH3:40], predict the reactants needed to synthesize it. The reactants are: C1(P(C2C=CC=CC=2)C2C=CC=CC=2)C=CC=CC=1.[CH3:20][N:21]([CH3:26])[CH2:22][CH2:23][CH2:24][OH:25].CCOC(/N=N/C(OCC)=O)=O.[CH2:39]([C:41]1[CH:63]=[CH:62][CH:61]=[CH:60][C:42]=1[NH:43][C:44]1[C:53]2[C:48](=[CH:49][C:50]([O:55][CH3:56])=[C:51](O)[CH:52]=2)[N:47]=[CH:46][C:45]=1[C:57]([NH2:59])=[O:58])[CH3:40]. (6) Given the product [ClH:1].[O:8]1[CH2:13][CH2:12][N:11]([CH2:14][CH2:15][CH2:16][NH:17][C:18](=[O:46])[CH2:19][CH2:20][C:21]2[CH:26]=[CH:25][CH:24]=[CH:23][C:22]=2[O:27][CH2:28][CH2:29][CH2:30][CH2:31][CH2:32][CH2:33][CH2:34][CH2:35][CH2:36][CH2:37][CH2:38][CH2:39][CH2:40][CH2:41][CH2:42][CH2:43][CH2:44][CH3:45])[CH2:10][CH2:9]1, predict the reactants needed to synthesize it. The reactants are: [ClH:1].C(OCC)(=O)C.[O:8]1[CH2:13][CH2:12][N:11]([CH2:14][CH2:15][CH2:16][NH:17][C:18](=[O:46])[CH2:19][CH2:20][C:21]2[CH:26]=[CH:25][CH:24]=[CH:23][C:22]=2[O:27][CH2:28][CH2:29][CH2:30][CH2:31][CH2:32][CH2:33][CH2:34][CH2:35][CH2:36][CH2:37][CH2:38][CH2:39][CH2:40][CH2:41][CH2:42][CH2:43][CH2:44][CH3:45])[CH2:10][CH2:9]1. (7) Given the product [OH:2][NH:1][S:13]([C:10]1[S:11][CH:12]=[C:8]([S:5]([CH3:4])(=[O:7])=[O:6])[CH:9]=1)(=[O:15])=[O:14], predict the reactants needed to synthesize it. The reactants are: [NH2:1][OH:2].O.[CH3:4][S:5]([C:8]1[CH:9]=[C:10]([S:13](Cl)(=[O:15])=[O:14])[S:11][CH:12]=1)(=[O:7])=[O:6].S(Cl)(Cl)(=O)=O.